Dataset: NCI-60 drug combinations with 297,098 pairs across 59 cell lines. Task: Regression. Given two drug SMILES strings and cell line genomic features, predict the synergy score measuring deviation from expected non-interaction effect. Drug 1: CC1=C(C=C(C=C1)NC2=NC=CC(=N2)N(C)C3=CC4=NN(C(=C4C=C3)C)C)S(=O)(=O)N.Cl. Drug 2: C1=CC=C(C(=C1)C(C2=CC=C(C=C2)Cl)C(Cl)Cl)Cl. Cell line: BT-549. Synergy scores: CSS=-1.49, Synergy_ZIP=2.52, Synergy_Bliss=5.77, Synergy_Loewe=3.33, Synergy_HSA=3.14.